From a dataset of Experimentally validated miRNA-target interactions with 360,000+ pairs, plus equal number of negative samples. Binary Classification. Given a miRNA mature sequence and a target amino acid sequence, predict their likelihood of interaction. (1) The miRNA is hsa-miR-4691-3p with sequence CCAGCCACGGACUGAGAGUGCAU. The protein sequence of the target gene is MGSTESSEGRRVSFGVDEEERVRVLQGVRLSENVVNRMKEPSSPPPAPTSSTFGLQDGNLRAPHKESTLPRSGSSGGQQPSGMKEGVKRYEQEHAAIQDKLFQVAKREREAATKHSKASLPTGEGSISHEEQKSVRLARELESREAELRRRDTFYKEQLERIERKNAEMYKLSSEQFHEAASKMESTIKPRRVEPVCSGLQAQILHCYRDRPHEVLLCSDLVKAYQRCVSAAHKG. Result: 0 (no interaction). (2) The miRNA is hsa-miR-143-5p with sequence GGUGCAGUGCUGCAUCUCUGGU. The protein sequence of the target gene is MSSKQEIMSDQRFRRVAKDPRFWEMPEKDRKVKIDKRFRAMFHDKKFKLNYAVDKRGRPISHSTTEDLKRFYDLSDSDSNLSGEDSKALSQKKIKKKKTQTKKEIDSKNLVEKKKETKKANHKGSENKTDLDNSIGIKKMKTSCKFKIDSNISPKKDSKEFTQKNKKEKKNIVQHTTDSSLEEKQRTLDSGTSEIVKSPRIECSKTRREMQSVVQLIMTRDSDGYENSTDGEMCDKDALEEDSESVSEIGSDEESENEITSVGRASGDDDGSEDDEEEDEDEEEDEDEDSEDDDKSDSGP.... Result: 1 (interaction). (3) The miRNA is hsa-miR-5584-3p with sequence UAGUUCUUCCCUUUGCCCAAUU. The protein sequence of the target gene is MAHAASQLKKNRDLEINAEEEPEKKRKHRKRSRDRKKKSDANASYLRAARAGHLEKALDYIKNGVDINICNQNGLNALHLASKEGHVEVVSELLQREANVDAATKKGNTALHIASLAGQAEVVKVLVTNGANVNAQSQNGFTPLYMAAQENHLEVVKFLLDNGASQSLATEDGFTPLAVALQQGHDQVVSLLLENDTKGKVRLPALHIAARKDDTKAAALLLQNDNNADVESKSGFTPLHIAAHYGNINVATLLLNRAAAVDFTARNDITPLHVASKRGNANMVKLLLDRGAKIDAKTRD.... Result: 0 (no interaction). (4) The miRNA is hsa-miR-4253 with sequence AGGGCAUGUCCAGGGGGU. The protein sequence of the target gene is MMSIKAFTLVSAVERELLMGDKERVNIECVECCGRDLYVGTNDCFVYHFLLEERPVPAGPATFTATKQLQRHLGFKKPVNELRAASALNRLLVLCDNSISLVNMLNLEPVPSGARIKGAATFALNENPVSGDPFCVEVCIISVKRRTIQMFLVYEDRVQIVKEVSTAEQPLAVAVDGHFLCLALTTQYIIHNYSTGVSQDLFPYCSEERPPIVKRIGRQEFLLAGPGGLGMFATVAGISQRAPVHWSENVIGAAVSFPYVIALDDEFITVHSMLDQQQKQTLPFKEGHILQDFEGRVIVA.... Result: 1 (interaction). (5) The miRNA is hsa-miR-200b-5p with sequence CAUCUUACUGGGCAGCAUUGGA. The protein sequence of the target gene is MLPCLVVLLAALLSLRLGSDAHGTELPSPPSVWFEAEFFHHILHWTPIPNQSESTCYEVALLRYGIESWNSISNCSQTLSYDLTAVTLDLYHSNGYRARVRAVDGSRHSNWTVTNTRFSVDEVTLTVGSVNLEIHNGFILGKIQLPRPKMAPANDTYESIFSHFREYEIAIRKVPGNFTFTHKKVKHENFSLLTSGEVGEFCVQVKPSVASRSNKGMWSKEECISLTRQYFTVTNVIIFFAFVLLLSGALAYCLALQLYVRRRKKLPSVLLFKKPSPFIFISQRPSPETQDTIHPLDEEA.... Result: 0 (no interaction). (6) The miRNA is gga-let-7a-5p with sequence UGAGGUAGUAGGUUGUAUAGUU. The protein sequence of the target gene is MPDPAKSAPAPKKGSKKAVTKAQKKDGKKRKRSRKESYSIYVYKVLKQVHPDTGISSKAMGIMNSFVNDIFERIAGEASRLAHYNKRSTITSREIQTAVRLLLPGELAKHAVSEGTKAVTKYTSSK. Result: 0 (no interaction). (7) The miRNA is hsa-miR-105-5p with sequence UCAAAUGCUCAGACUCCUGUGGU. The protein sequence of the target gene is MALTVDVAGPAPWGFRITGGRDFHTPIMVTKVAERGKAKDADLRPGDIIVAINGESAEGMLHAEAQSKIRQSPSPLRLQLDRSQATSPGQTNGDSSLEVLATRFQGSVRTYTESQSSLRSSYSSPTSLSPRAGSPFSPPPSSSSLTGEAAISRSFQSLACSPGLPAADRLSYSGRPGSRQAGLGRAGDSAVLVLPPSPGPRSSRPSMDSEGGSLLLDEDSEVFKMLQENREGRAAPRQSSSFRLLQEALEAEERGGTPAFLPSSLSPQSSLPASRALATPPKLHTCEKCSTSIANQAVRI.... Result: 0 (no interaction). (8) The miRNA is hsa-miR-3202 with sequence UGGAAGGGAGAAGAGCUUUAAU. The protein sequence of the target gene is MAPARRPAGARLLLVYAGLLAAAAAGLGSPEPGAPSRSRARREPPPGNELPRGPGESRAGPAARPPEPTAERAHSVDPRDAWMLFVRQSDKGVNGKKRSRGKAKKLKFGLPGPPGPPGPQGPPGPIIPPEALLKEFQLLLKGAVRQRERAEPEPCTCGPAGPVAASLAPVSATAGEDDDDVVGDVLALLAAPLAPGPRAPRVEAAFLCRLRRDALVERRALHELGVYYLPDAEGAFRRGPGLNLTSGQYRAPVAGFYALAATLHVALGEPPRRGPPRPRDHLRLLICIQSRCQRNASLEA.... Result: 0 (no interaction).